From a dataset of Forward reaction prediction with 1.9M reactions from USPTO patents (1976-2016). Predict the product of the given reaction. (1) Given the reactants [N+](C1C=CC([O:10][C:11]([N:13]2[CH2:18][CH2:17][CH:16]([C:19]3[CH:24]=[CH:23][C:22]([NH:25][C:26]([C:28]4[N:29]=[C:30]([C:37]5[CH:42]=[CH:41][CH:40]=[CH:39][CH:38]=5)[O:31][C:32]=4[C:33]([F:36])([F:35])[F:34])=[O:27])=[CH:21][CH:20]=3)[CH2:15][CH2:14]2)=O)=CC=1)([O-])=O.[CH3:43][O:44][C:45](=[O:53])[CH2:46][CH:47]1[CH2:52][CH2:51][NH:50][CH2:49][CH2:48]1.C(N(CC)C(C)C)(C)C, predict the reaction product. The product is: [CH3:43][O:44][C:45](=[O:53])[CH2:46][CH:47]1[CH2:48][CH2:49][N:50]([C:11]([N:13]2[CH2:18][CH2:17][CH:16]([C:19]3[CH:20]=[CH:21][C:22]([NH:25][C:26]([C:28]4[N:29]=[C:30]([C:37]5[CH:38]=[CH:39][CH:40]=[CH:41][CH:42]=5)[O:31][C:32]=4[C:33]([F:35])([F:34])[F:36])=[O:27])=[CH:23][CH:24]=3)[CH2:15][CH2:14]2)=[O:10])[CH2:51][CH2:52]1. (2) Given the reactants [CH2:1]1[C:4]2([CH2:8][CH:7]([C:9]([O:11][CH2:12][CH3:13])=[O:10])[NH:6][CH2:5]2)[CH2:3][N:2]1[C:14]([O:16][C:17]([CH3:20])([CH3:19])[CH3:18])=[O:15].CN(C(ON1N=NC2C=CC=NC1=2)=[N+](C)C)C.F[P-](F)(F)(F)(F)F.[CH3:45][O:46][C:47]([NH:49][C@H:50]([C:54](O)=[O:55])[CH:51]([CH3:53])[CH3:52])=[O:48].CCN(C(C)C)C(C)C, predict the reaction product. The product is: [CH3:45][O:46][C:47]([NH:49][C@H:50]([C:54]([N:6]1[CH:7]([C:9]([O:11][CH2:12][CH3:13])=[O:10])[CH2:8][C:4]2([CH2:3][N:2]([C:14]([O:16][C:17]([CH3:19])([CH3:18])[CH3:20])=[O:15])[CH2:1]2)[CH2:5]1)=[O:55])[CH:51]([CH3:52])[CH3:53])=[O:48].